The task is: Predict which catalyst facilitates the given reaction.. This data is from Catalyst prediction with 721,799 reactions and 888 catalyst types from USPTO. (1) Reactant: C(=O)([O-])[O-].[K+].[K+].Br[CH2:8][CH2:9][S:10]([CH3:13])(=[O:12])=[O:11].[O:14]=[C:15]1[NH:24][CH:23]([C:25]2[CH:32]=[CH:31][C:28]([C:29]#[N:30])=[CH:27][CH:26]=2)[C:22]2[C:21](=[O:33])[CH2:20][CH2:19][CH2:18][C:17]=2[N:16]1[C:34]1[CH:39]=[CH:38][CH:37]=[C:36]([C:40]([F:43])([F:42])[F:41])[CH:35]=1. Product: [CH3:13][S:10]([CH2:9][CH2:8][N:24]1[CH:23]([C:25]2[CH:26]=[CH:27][C:28]([C:29]#[N:30])=[CH:31][CH:32]=2)[C:22]2[C:21](=[O:33])[CH2:20][CH2:19][CH2:18][C:17]=2[N:16]([C:34]2[CH:39]=[CH:38][CH:37]=[C:36]([C:40]([F:43])([F:41])[F:42])[CH:35]=2)[C:15]1=[O:14])(=[O:12])=[O:11]. The catalyst class is: 9. (2) Reactant: Br[C:2]1[C:10]([CH3:11])=[C:9]2[C:5]([C:6](=[O:13])[C:7](=[O:12])[NH:8]2)=[CH:4][CH:3]=1.[C:14]1(B(O)O)[CH:19]=[CH:18][CH:17]=[CH:16][CH:15]=1.C([O-])(O)=O.[Na+]. Product: [CH3:11][C:10]1[C:2]([C:14]2[CH:19]=[CH:18][CH:17]=[CH:16][CH:15]=2)=[CH:3][CH:4]=[C:5]2[C:9]=1[NH:8][C:7](=[O:12])[C:6]2=[O:13]. The catalyst class is: 108. (3) Reactant: [B:10]1([B:10]2[O:14][C:13]([CH3:16])([CH3:15])[C:12]([CH3:18])([CH3:17])[O:11]2)[O:14][C:13]([CH3:16])([CH3:15])[C:12]([CH3:18])([CH3:17])[O:11]1.[C:19]([Si:23]([O:26][C:27]1[C:32]([Cl:33])=[CH:31][CH:30]=[CH:29][C:28]=1[Cl:34])([CH3:25])[CH3:24])([CH3:22])([CH3:21])[CH3:20]. Product: [C:19]([Si:23]([O:26][C:27]1[C:32]([Cl:33])=[CH:31][C:30]([B:10]2[O:11][C:12]([CH3:17])([CH3:18])[C:13]([CH3:15])([CH3:16])[O:14]2)=[CH:29][C:28]=1[Cl:34])([CH3:25])[CH3:24])([CH3:22])([CH3:20])[CH3:21]. The catalyst class is: 1. (4) Product: [Cl:37][C:36]1[CH:35]=[CH:34][C:23]([C:24]([N:26]([CH3:33])[C:27]2[CH:32]=[CH:31][CH:30]=[CH:29][CH:28]=2)=[O:25])=[CH:22][C:21]=1[N:13]1[C:12](=[O:38])[C:11]2[C:16](=[CH:17][CH:18]=[CH:19][C:10]=2[CH2:9][OH:8])[NH:15][C:14]1=[O:20]. The catalyst class is: 1. Reactant: [Si]([O:8][CH2:9][C:10]1[CH:19]=[CH:18][CH:17]=[C:16]2[C:11]=1[C:12](=[O:38])[N:13]([C:21]1[CH:22]=[C:23]([CH:34]=[CH:35][C:36]=1[Cl:37])[C:24]([N:26]([CH3:33])[C:27]1[CH:32]=[CH:31][CH:30]=[CH:29][CH:28]=1)=[O:25])[C:14](=[O:20])[NH:15]2)(C(C)(C)C)(C)C.[F-].C([N+](CCCC)(CCCC)CCCC)CCC.Cl. (5) Reactant: [NH2:1][CH2:2][C:3]([CH3:7])([CH3:6])[CH2:4][OH:5].[CH2:8]([O:15][C:16](ON1C(=O)CCC1=O)=[O:17])[C:9]1[CH:14]=[CH:13][CH:12]=[CH:11][CH:10]=1.O. Product: [CH2:8]([O:15][C:16]([NH:1][CH2:2][C:3]([CH3:7])([CH3:6])[CH2:4][OH:5])=[O:17])[C:9]1[CH:14]=[CH:13][CH:12]=[CH:11][CH:10]=1. The catalyst class is: 7.